Dataset: Reaction yield outcomes from USPTO patents with 853,638 reactions. Task: Predict the reaction yield, written as a fraction of the theoretical maximum amount of product (1.0 means a 100% yield; for example, 0.34 means a 34% yield). (1) The reactants are [N+:1]([C:4]1[C:5]([CH:14]([OH:16])[CH3:15])=[CH:6][CH:7]=[C:8]2[C:13]=1[N:12]=[CH:11][CH:10]=[CH:9]2)([O-])=O. The catalyst is O=[Mn]=O.C(Cl)Cl. The product is [NH2:1][C:4]1[C:5]([C:14](=[O:16])[CH3:15])=[CH:6][CH:7]=[C:8]2[C:13]=1[N:12]=[CH:11][CH:10]=[CH:9]2. The yield is 0.780. (2) The reactants are CC(OC(/N=N/C(OC(C)C)=O)=O)C.C1C=CC(P(C2C=CC=CC=2)C2C=CC=CC=2)=CC=1.[Cl:34][C:35]1[N:40]=[C:39]([C:41]2(O)[CH2:43][CH2:42]2)[C:38]([CH2:45][OH:46])=[C:37]([N:47]2[CH2:52][CH2:51][O:50][CH2:49][CH2:48]2)[N:36]=1. The catalyst is C1COCC1. The product is [Cl:34][C:35]1[N:36]=[C:37]([N:47]2[CH2:52][CH2:51][O:50][CH2:49][CH2:48]2)[C:38]2[CH2:45][O:46][C:41]3([CH2:43][CH2:42]3)[C:39]=2[N:40]=1. The yield is 0.248. (3) The reactants are [F:1][C:2]([F:10])([F:9])[CH2:3][CH2:4][CH2:5][C:6]([OH:8])=[O:7].ClC(Cl)(Cl)C(=N)O[C:15]([CH3:18])([CH3:17])[CH3:16].B(F)(F)F.CCOCC.C([O-])(O)=O.[Na+]. The catalyst is C1COCC1.CCCCCC. The product is [F:1][C:2]([F:10])([F:9])[CH2:3][CH2:4][CH2:5][C:6]([O:8][C:15]([CH3:18])([CH3:17])[CH3:16])=[O:7]. The yield is 0.980. (4) The reactants are S(O)(O)(=O)=O.[CH2:6]([N:13]1[CH2:18][CH2:17][N:16]([C:19]([NH2:21])=[NH:20])[CH2:15][CH2:14]1)[C:7]1[CH:12]=[CH:11][CH:10]=[CH:9][CH:8]=1.[CH2:6]([N:13]1[CH2:14][CH2:15][N:16]([C:19]([NH2:21])=[NH:20])[CH2:17][CH2:18]1)[C:7]1[CH:12]=[CH:11][CH:10]=[CH:9][CH:8]=1.C(=O)([O-])[O-].[Na+].[Na+].CN(C)C=O.Br[CH2:50][C:51]([C:53]1[CH:58]=[CH:57][C:56]([F:59])=[C:55]([C:60]([F:63])([F:62])[F:61])[CH:54]=1)=O. The catalyst is CC(C)=O. The product is [CH2:6]([N:13]1[CH2:14][CH2:15][N:16]([C:19]2[NH:21][C:51]([C:53]3[CH:58]=[CH:57][C:56]([F:59])=[C:55]([C:60]([F:63])([F:61])[F:62])[CH:54]=3)=[CH:50][N:20]=2)[CH2:17][CH2:18]1)[C:7]1[CH:12]=[CH:11][CH:10]=[CH:9][CH:8]=1. The yield is 0.430.